Task: Predict which catalyst facilitates the given reaction.. Dataset: Catalyst prediction with 721,799 reactions and 888 catalyst types from USPTO (1) Reactant: [NH2:1][C:2]1[CH:21]=[CH:20][C:5]([O:6][C:7]2[CH:12]=[CH:11][N:10]=[C:9]([C:13]([NH:15][CH2:16][CH:17]3[CH2:19][CH2:18]3)=[O:14])[CH:8]=2)=[CH:4][CH:3]=1.[F:22][C:23]1[CH:28]=[CH:27][C:26]([N:29]=[C:30]=[O:31])=[CH:25][CH:24]=1. Product: [CH:17]1([CH2:16][NH:15][C:13]([C:9]2[CH:8]=[C:7]([O:6][C:5]3[CH:20]=[CH:21][C:2]([NH:1][C:30]([NH:29][C:26]4[CH:27]=[CH:28][C:23]([F:22])=[CH:24][CH:25]=4)=[O:31])=[CH:3][CH:4]=3)[CH:12]=[CH:11][N:10]=2)=[O:14])[CH2:19][CH2:18]1. The catalyst class is: 7. (2) Reactant: [CH2:1]([C@H:8]1[C@@H:12]([C@H:13]2[CH2:17][C@@H:16]([OH:18])[CH2:15][N:14]2[C:19]([O:21][C:22]([CH3:25])([CH3:24])[CH3:23])=[O:20])[O:11][C:10]([CH3:27])([CH3:26])[N:9]1[C:28]([O:30][CH2:31][CH2:32][Si:33]([CH3:36])([CH3:35])[CH3:34])=[O:29])[C:2]1[CH:7]=[CH:6][CH:5]=[CH:4][CH:3]=1.[CH3:37]I.[H-].[Na+]. Product: [CH3:34][Si:33]([CH3:36])([CH3:35])[CH2:32][CH2:31][O:30][C:28]([N:9]1[C@@H:8]([CH2:1][C:2]2[CH:7]=[CH:6][CH:5]=[CH:4][CH:3]=2)[C@@H:12]([C@H:13]2[CH2:17][C@@H:16]([O:18][CH3:37])[CH2:15][N:14]2[C:19]([O:21][C:22]([CH3:23])([CH3:24])[CH3:25])=[O:20])[O:11][C:10]1([CH3:27])[CH3:26])=[O:29]. The catalyst class is: 3. (3) Reactant: [CH:1]1([SH:7])[CH2:6][CH2:5][CH2:4][CH2:3][CH2:2]1.[Br:8][C:9]1[CH:10]=[C:11]([CH:14]=[CH:15][CH:16]=1)[CH2:12]Br.C([O-])([O-])=O.[K+].[K+]. Product: [Br:8][C:9]1[CH:10]=[C:11]([CH:14]=[CH:15][CH:16]=1)[CH2:12][S:7][CH:1]1[CH2:6][CH2:5][CH2:4][CH2:3][CH2:2]1. The catalyst class is: 21. (4) Reactant: [CH2:1]([NH:3][CH2:4][C@H:5]([C:9]1[CH:14]=[CH:13][C:12]([F:15])=[CH:11][CH:10]=1)[CH2:6][CH:7]=[CH2:8])[CH3:2].CCN(C(C)C)C(C)C.[C:25]([C:27]1[CH:28]=[C:29]([C:37](Cl)=[O:38])[C:30]2[CH2:31][CH2:32][CH2:33][CH2:34][C:35]=2[CH:36]=1)#[N:26]. Product: [C:25]([C:27]1[CH:28]=[C:29]([C:37]([N:3]([CH2:1][CH3:2])[CH2:4][C@H:5]([C:9]2[CH:10]=[CH:11][C:12]([F:15])=[CH:13][CH:14]=2)[CH2:6][CH:7]=[CH2:8])=[O:38])[C:30]2[CH2:31][CH2:32][CH2:33][CH2:34][C:35]=2[CH:36]=1)#[N:26]. The catalyst class is: 2. (5) Reactant: Cl[C:2]1[C:3]2[C:10]([F:11])=[CH:9][N:8]([C@@H:12]3[O:27][C@H:26]([CH2:28][O:29]C(C4C=CC(C)=CC=4)=O)[C@@H:15]([O:16]C(C4C=CC(C)=CC=4)=O)[C@@:13]3([CH3:39])[OH:14])[C:4]=2[N:5]=[CH:6][N:7]=1.[NH3:40]. Product: [NH2:40][C:2]1[C:3]2[C:10]([F:11])=[CH:9][N:8]([C@@H:12]3[O:27][C@H:26]([CH2:28][OH:29])[C@@H:15]([OH:16])[C@@:13]3([CH3:39])[OH:14])[C:4]=2[N:5]=[CH:6][N:7]=1. The catalyst class is: 5.